From a dataset of Peptide-MHC class II binding affinity with 134,281 pairs from IEDB. Regression. Given a peptide amino acid sequence and an MHC pseudo amino acid sequence, predict their binding affinity value. This is MHC class II binding data. (1) The peptide sequence is LVVLSELPDFLAKKG. The MHC is HLA-DQA10501-DQB10303 with pseudo-sequence HLA-DQA10501-DQB10303. The binding affinity (normalized) is 0. (2) The binding affinity (normalized) is 0.383. The peptide sequence is QAVELTARLNSLGEA. The MHC is HLA-DQA10102-DQB10602 with pseudo-sequence HLA-DQA10102-DQB10602. (3) The binding affinity (normalized) is 0.839. The MHC is DRB1_0101 with pseudo-sequence DRB1_0101. The peptide sequence is FVVFLVAAALGGLAA. (4) The peptide sequence is AASLLDEDMDALEEA. The MHC is HLA-DQA10102-DQB10502 with pseudo-sequence HLA-DQA10102-DQB10502. The binding affinity (normalized) is 0.543.